From a dataset of Catalyst prediction with 721,799 reactions and 888 catalyst types from USPTO. Predict which catalyst facilitates the given reaction. (1) Reactant: [NH2:1][C:2]1[CH:7]=[CH:6][C:5]([C:8]2[CH:9]=[CH:10][C:11]3[O:17][CH2:16][CH2:15][N:14]([C:18]4[C:23]([CH:24]([CH3:26])[CH3:25])=[C:22]([CH3:27])[N:21]=[C:20]([NH2:28])[N:19]=4)[CH2:13][C:12]=3[CH:29]=2)=[CH:4][C:3]=1[N+:30]([O-])=O.[H][H]. Product: [NH2:28][C:20]1[N:19]=[C:18]([N:14]2[CH2:13][C:12]3[CH:29]=[C:8]([C:5]4[CH:4]=[C:3]([NH2:30])[C:2]([NH2:1])=[CH:7][CH:6]=4)[CH:9]=[CH:10][C:11]=3[O:17][CH2:16][CH2:15]2)[C:23]([CH:24]([CH3:25])[CH3:26])=[C:22]([CH3:27])[N:21]=1. The catalyst class is: 19. (2) Reactant: [CH3:16][C:11]1([CH3:17])[C:12]([CH3:15])([CH3:14])[O:13][B:9]([B:9]2[O:13][C:12]([CH3:15])([CH3:14])[C:11]([CH3:17])([CH3:16])[O:10]2)[O:10]1.C([O-])(=O)C.[K+].I[C:25]1[CH:49]=[CH:48][C:28]([O:29][CH2:30][C:31]2[CH:43]=[CH:42][C:41]([C:44]([F:47])([F:46])[F:45])=[CH:40][C:32]=2[C:33]([O:35][C:36]([CH3:39])([CH3:38])[CH3:37])=[O:34])=[CH:27][CH:26]=1.O. Product: [CH3:15][C:12]1([CH3:14])[C:11]([CH3:16])([CH3:17])[O:10][B:9]([C:25]2[CH:49]=[CH:48][C:28]([O:29][CH2:30][C:31]3[CH:43]=[CH:42][C:41]([C:44]([F:46])([F:47])[F:45])=[CH:40][C:32]=3[C:33]([O:35][C:36]([CH3:39])([CH3:38])[CH3:37])=[O:34])=[CH:27][CH:26]=2)[O:13]1. The catalyst class is: 16. (3) Reactant: Br[C:2]1[CH:13]=[CH:12][C:5]([NH:6][CH2:7][C:8]([F:11])([F:10])[F:9])=[C:4]([Cl:14])[CH:3]=1.[CH3:15][C:16]1[C:20](B(O)O)=[C:19]([CH3:24])[O:18][N:17]=1.C(=O)([O-])[O-].[Cs+].[Cs+]. Product: [Cl:14][C:4]1[CH:3]=[C:2]([C:20]2[C:16]([CH3:15])=[N:17][O:18][C:19]=2[CH3:24])[CH:13]=[CH:12][C:5]=1[NH:6][CH2:7][C:8]([F:11])([F:10])[F:9]. The catalyst class is: 149. (4) Reactant: [N:1]1[CH:6]=[CH:5][CH:4]=[CH:3][C:2]=1/[CH:7]=[CH:8]/[C:9]#[N:10].[BH4-].[Na+].O. Product: [N:1]1[CH:6]=[CH:5][CH:4]=[CH:3][C:2]=1[CH2:7][CH2:8][C:9]#[N:10]. The catalyst class is: 41. (5) Reactant: [H-].[Na+].[CH3:3]N(C=O)C.[F:8][C:9]1[CH:24]=[CH:23][C:12]([O:13][CH2:14][CH2:15][CH2:16][NH:17][C:18](=[O:22])[N:19]([CH3:21])[CH3:20])=[C:11]([N+:25]([O-:27])=[O:26])[CH:10]=1.CI. Product: [F:8][C:9]1[CH:24]=[CH:23][C:12]([O:13][CH2:14][CH2:15][CH2:16][N:17]([CH3:3])[C:18]([N:19]([CH3:21])[CH3:20])=[O:22])=[C:11]([N+:25]([O-:27])=[O:26])[CH:10]=1. The catalyst class is: 84. (6) Reactant: C(OC([N:8]([CH2:33][C@@H:34]([C:36]1[CH:41]=[CH:40][CH:39]=[C:38]([Cl:42])[CH:37]=1)[OH:35])[C@H:9]([CH3:32])[CH2:10][C:11]1[CH:16]=[CH:15][C:14]([S:17]([C:20]2[CH:28]=[CH:27][C:26]([CH2:29][CH2:30][CH3:31])=[CH:25][C:21]=2[C:22]([OH:24])=[O:23])(=[O:19])=[O:18])=[CH:13][CH:12]=1)=O)(C)(C)C.Cl. Product: [ClH:42].[Cl:42][C:38]1[CH:37]=[C:36]([C@@H:34]([OH:35])[CH2:33][NH:8][C@H:9]([CH3:32])[CH2:10][C:11]2[CH:12]=[CH:13][C:14]([S:17]([C:20]3[CH:28]=[CH:27][C:26]([CH2:29][CH2:30][CH3:31])=[CH:25][C:21]=3[C:22]([OH:24])=[O:23])(=[O:18])=[O:19])=[CH:15][CH:16]=2)[CH:41]=[CH:40][CH:39]=1. The catalyst class is: 13.